This data is from Reaction yield outcomes from USPTO patents with 853,638 reactions. The task is: Predict the reaction yield, written as a fraction of the theoretical maximum amount of product (1.0 means a 100% yield; for example, 0.34 means a 34% yield). (1) The reactants are [CH2:1]([O:3][C:4]([CH:6]1[CH2:11][CH2:10][C:9](=[O:12])[CH2:8][CH2:7]1)=[O:5])[CH3:2].[CH2:13](O)[CH2:14][OH:15].CC1C=CC(S(O)(=O)=O)=CC=1.O. The catalyst is C1(C)C=CC=CC=1. The product is [CH2:1]([O:3][C:4]([CH:6]1[CH2:11][CH2:10][C:9]2([O:15][CH2:14][CH2:13][O:12]2)[CH2:8][CH2:7]1)=[O:5])[CH3:2]. The yield is 1.00. (2) The product is [CH:1]12[CH2:10][CH:5]3[CH2:6][CH:7]([CH2:9][CH:3]([CH2:4]3)[CH:2]1[NH:11][C:12]([C:13]1[N:14]=[C:15]([N:19]3[CH2:20][CH2:21][N:22]([CH2:30][CH2:29][C:28]([O:27][CH3:26])=[O:32])[CH2:23][CH2:24]3)[CH:16]=[CH:17][CH:18]=1)=[O:25])[CH2:8]2. The catalyst is CN(C=O)C. The yield is 0.960. The reactants are [CH:1]12[CH2:10][CH:5]3[CH2:6][CH:7]([CH2:9][CH:3]([CH2:4]3)[CH:2]1[NH:11][C:12](=[O:25])[C:13]1[CH:18]=[CH:17][CH:16]=[C:15]([N:19]3[CH2:24][CH2:23][NH:22][CH2:21][CH2:20]3)[N:14]=1)[CH2:8]2.[CH3:26][O:27][C:28](=[O:32])[CH2:29][CH2:30]Br.C(=O)([O-])[O-].[K+].[K+].